This data is from Full USPTO retrosynthesis dataset with 1.9M reactions from patents (1976-2016). The task is: Predict the reactants needed to synthesize the given product. Given the product [CH3:36][N:37]([CH3:38])[CH2:39][CH2:40][O:41][C:43]1[CH:52]=[C:51]2[C:46]([CH2:47][CH2:48][CH:49]([C:53]([O:55][CH3:56])=[O:54])[CH2:50]2)=[CH:45][CH:44]=1, predict the reactants needed to synthesize it. The reactants are: C1(P(C2C=CC=CC=2)C2C=CC=CC=2)C=CC=CC=1.N(C(OC(C)(C)C)=O)=NC(OC(C)(C)C)=O.[CH3:36][N:37]([CH2:39][CH2:40][OH:41])[CH3:38].O[C:43]1[CH:52]=[C:51]2[C:46]([CH2:47][CH2:48][CH:49]([C:53]([O:55][CH3:56])=[O:54])[CH2:50]2)=[CH:45][CH:44]=1.Cl.